From a dataset of Full USPTO retrosynthesis dataset with 1.9M reactions from patents (1976-2016). Predict the reactants needed to synthesize the given product. (1) The reactants are: C([O:8][C:9]1[CH:19]=[CH:18][C:12]([C:13]([O:15][CH2:16][CH3:17])=[O:14])=[C:11]([CH:20]([CH3:22])[CH3:21])[CH:10]=1)C1C=CC=CC=1. Given the product [OH:8][C:9]1[CH:19]=[CH:18][C:12]([C:13]([O:15][CH2:16][CH3:17])=[O:14])=[C:11]([CH:20]([CH3:21])[CH3:22])[CH:10]=1, predict the reactants needed to synthesize it. (2) Given the product [C:1]1([CH2:8][NH2:9])([CH2:6][NH2:7])[CH2:5][CH2:4][CH2:3][CH2:2]1, predict the reactants needed to synthesize it. The reactants are: [C:1]1([C:8]#[N:9])([C:6]#[N:7])[CH2:5][CH2:4][CH2:3][CH2:2]1.[H-].[Al+3].[Li+].[H-].[H-].[H-].